From a dataset of Peptide-MHC class II binding affinity with 134,281 pairs from IEDB. Regression. Given a peptide amino acid sequence and an MHC pseudo amino acid sequence, predict their binding affinity value. This is MHC class II binding data. (1) The peptide sequence is YTKKEAFNVENGNAT. The MHC is DRB1_0405 with pseudo-sequence DRB1_0405. The binding affinity (normalized) is 0.223. (2) The peptide sequence is YRSLQPEEFAVVDLS. The MHC is HLA-DQA10401-DQB10402 with pseudo-sequence HLA-DQA10401-DQB10402. The binding affinity (normalized) is 0.368. (3) The MHC is DRB1_1201 with pseudo-sequence DRB1_1201. The binding affinity (normalized) is 0.243. The peptide sequence is SRGNRAFIAINLQKN. (4) The peptide sequence is GTEIKYNGEEYLILS. The MHC is DRB1_0401 with pseudo-sequence DRB1_0401. The binding affinity (normalized) is 0. (5) The peptide sequence is MSFVTTQPEALAAAA. The MHC is HLA-DPA10103-DPB10301 with pseudo-sequence HLA-DPA10103-DPB10301. The binding affinity (normalized) is 0.518.